This data is from Full USPTO retrosynthesis dataset with 1.9M reactions from patents (1976-2016). The task is: Predict the reactants needed to synthesize the given product. (1) Given the product [Br:41][CH2:2][C:3]1[CH:4]=[C:5]([CH:13]=[C:14]([O:16][S:17]([CH3:20])(=[O:19])=[O:18])[CH:15]=1)[C:6]([O:8][C:9]([CH3:12])([CH3:11])[CH3:10])=[O:7], predict the reactants needed to synthesize it. The reactants are: O[CH2:2][C:3]1[CH:4]=[C:5]([CH:13]=[C:14]([O:16][S:17]([CH3:20])(=[O:19])=[O:18])[CH:15]=1)[C:6]([O:8][C:9]([CH3:12])([CH3:11])[CH3:10])=[O:7].C1(P(C2C=CC=CC=2)C2C=CC=CC=2)C=CC=CC=1.C(Br)(Br)(Br)[Br:41]. (2) Given the product [CH:15]12[N:14]([C:7]3[N:8]=[C:9]([C:10]([F:13])([F:11])[F:12])[C:4]([NH2:1])=[CH:5][CH:6]=3)[CH:18]([CH2:17][CH2:16]1)[CH2:19][CH2:20]2, predict the reactants needed to synthesize it. The reactants are: [N+:1]([C:4]1[CH:5]=[CH:6][C:7]([N:14]2[CH:18]3[CH2:19][CH2:20][CH:15]2[CH2:16][CH2:17]3)=[N:8][C:9]=1[C:10]([F:13])([F:12])[F:11])([O-])=O.